From a dataset of NCI-60 drug combinations with 297,098 pairs across 59 cell lines. Regression. Given two drug SMILES strings and cell line genomic features, predict the synergy score measuring deviation from expected non-interaction effect. Drug 1: C1CC(=O)NC(=O)C1N2C(=O)C3=CC=CC=C3C2=O. Drug 2: CC12CCC3C(C1CCC2OP(=O)(O)O)CCC4=C3C=CC(=C4)OC(=O)N(CCCl)CCCl.[Na+]. Cell line: HCT116. Synergy scores: CSS=4.83, Synergy_ZIP=-2.10, Synergy_Bliss=1.28, Synergy_Loewe=-0.541, Synergy_HSA=-0.0344.